Predict the product of the given reaction. From a dataset of Forward reaction prediction with 1.9M reactions from USPTO patents (1976-2016). (1) Given the reactants [N+:1]([C:4]1[CH:19]=[CH:18][C:7]([O:8][CH2:9][CH2:10][CH2:11][CH2:12][C:13]([O:15][CH2:16][CH3:17])=[O:14])=[CH:6][CH:5]=1)([O-])=O, predict the reaction product. The product is: [NH2:1][C:4]1[CH:5]=[CH:6][C:7]([O:8][CH2:9][CH2:10][CH2:11][CH2:12][C:13]([O:15][CH2:16][CH3:17])=[O:14])=[CH:18][CH:19]=1. (2) Given the reactants [CH3:1][S:2]([O:5][CH2:6][CH2:7][C:8]([C:10]1[CH:15]=[CH:14][C:13]([Cl:16])=[C:12]([Cl:17])[CH:11]=1)=[CH2:9])(=[O:4])=[O:3].[N+](=[C:20]([C:25]([O:27][CH3:28])=[O:26])[C:21]([O:23][CH3:24])=[O:22])=[N-], predict the reaction product. The product is: [Cl:17][C:12]1[CH:11]=[C:10]([C:8]2([CH2:7][CH2:6][O:5][S:2]([CH3:1])(=[O:4])=[O:3])[CH2:9][C:20]2([C:25]([O:27][CH3:28])=[O:26])[C:21]([O:23][CH3:24])=[O:22])[CH:15]=[CH:14][C:13]=1[Cl:16]. (3) Given the reactants [C:1]([O:5][C:6](=[O:18])[NH:7][CH2:8][CH:9]([C:11]1[CH:16]=[CH:15][C:14]([Cl:17])=[CH:13][CH:12]=1)O)([CH3:4])([CH3:3])[CH3:2].[C:19]1(=[O:29])[NH:23][C:22](=[O:24])[C:21]2=[CH:25][CH:26]=[CH:27][CH:28]=[C:20]12.C1(P(C2C=CC=CC=2)C2C=CC=CC=2)C=CC=CC=1.N(C(OC(C)C)=O)=NC(OC(C)C)=O, predict the reaction product. The product is: [C:1]([O:5][C:6](=[O:18])[NH:7][CH2:8][CH:9]([C:11]1[CH:16]=[CH:15][C:14]([Cl:17])=[CH:13][CH:12]=1)[N:23]1[C:19](=[O:29])[C:20]2[C:21](=[CH:25][CH:26]=[CH:27][CH:28]=2)[C:22]1=[O:24])([CH3:4])([CH3:3])[CH3:2]. (4) Given the reactants [C:1]([O:5][C:6]([N:8]1[C:12]2=[N:13][CH:14]=[C:15](Br)[CH:16]=[C:11]2[C:10]([C:18](=[O:27])[C:19]2[CH:24]=[CH:23][CH:22]=[C:21]([O:25][CH3:26])[CH:20]=2)=[CH:9]1)=[O:7])([CH3:4])([CH3:3])[CH3:2].C(=O)([O-])[O-].[K+].[K+].[S:34]1[CH:38]=[CH:37][C:36](B(O)O)=[CH:35]1.C1COCC1, predict the reaction product. The product is: [C:1]([O:5][C:6]([N:8]1[C:12]2=[N:13][CH:14]=[C:15]([C:36]3[CH:37]=[CH:38][S:34][CH:35]=3)[CH:16]=[C:11]2[C:10]([C:18](=[O:27])[C:19]2[CH:24]=[CH:23][CH:22]=[C:21]([O:25][CH3:26])[CH:20]=2)=[CH:9]1)=[O:7])([CH3:4])([CH3:3])[CH3:2]. (5) Given the reactants [N+:1]([C:4]1[CH:9]=[CH:8][CH:7]=[C:6]([N+:10]([O-:12])=[O:11])[C:5]=1[CH2:13][C:14](=[O:20])[C:15]([O:17][CH2:18][CH3:19])=[O:16])([O-:3])=[O:2].[BH4-].[Na+].CC(C)=O.[NH4+].[Cl-], predict the reaction product. The product is: [N+:1]([C:4]1[CH:9]=[CH:8][CH:7]=[C:6]([N+:10]([O-:12])=[O:11])[C:5]=1[CH2:13][CH:14]([OH:20])[C:15]([O:17][CH2:18][CH3:19])=[O:16])([O-:3])=[O:2].